This data is from Experimentally validated miRNA-target interactions with 360,000+ pairs, plus equal number of negative samples. The task is: Binary Classification. Given a miRNA mature sequence and a target amino acid sequence, predict their likelihood of interaction. The miRNA is mmu-miR-292b-5p with sequence ACUCAAAACCUGGCGGCACUUUU. The protein sequence of the target gene is MEVMNLMEQPIKVTEWQQTYTYDSGIHSGANTCVPSVSSKGIMEEDEACGRQYTLKKTTTYTQGVPPSQGDLEYQMSTTARAKRVREAMCPGVSGEDSSLLLATQVEGQATNLQRLAEPSQLLKSAIVHLINYQDDAELATRALPELTKLLNDEDPVVVTKAAMIVNQLSKKEASRRALMGSPQLVAAVVRTMQNTSDLDTARCTTSILHNLSHHREGLLAIFKSGGIPALVRMLSSPVESVLFYAITTLHNLLLYQEGAKMAVRLADGLQKMVPLLNKNNPKFLAITTDCLQLLAYGNQ.... Result: 0 (no interaction).